This data is from Forward reaction prediction with 1.9M reactions from USPTO patents (1976-2016). The task is: Predict the product of the given reaction. (1) The product is: [F:1][C:2]1[CH:7]=[CH:6][C:5]([O:8][CH2:9][C:10]([OH:12])=[O:11])=[C:4]([O:14][CH2:15][C:16]([OH:18])=[O:17])[CH:3]=1. Given the reactants [F:1][C:2]1[CH:7]=[CH:6][C:5]([O:8][CH2:9][C:10]([O:12]C)=[O:11])=[C:4]([O:14][CH2:15][C:16]([O:18]C)=[O:17])[CH:3]=1.[H][H], predict the reaction product. (2) The product is: [C:6]([O:9][C:10]1[CH:18]=[CH:17][C:16]([Br:19])=[CH:15][C:11]=1[C:12]([NH:20][C:21]1[S:22][C:23]([N:30]2[CH2:35][CH2:34][CH2:33][CH2:32][CH2:31]2)=[C:24]([C:26]([CH3:29])([CH3:27])[CH3:28])[N:25]=1)=[O:14])(=[O:8])[CH3:7]. Given the reactants P(Cl)(Cl)(Cl)=O.[C:6]([O:9][C:10]1[CH:18]=[CH:17][C:16]([Br:19])=[CH:15][C:11]=1[C:12]([OH:14])=O)(=[O:8])[CH3:7].[NH2:20][C:21]1[S:22][C:23]([N:30]2[CH2:35][CH2:34][CH2:33][CH2:32][CH2:31]2)=[C:24]([C:26]([CH3:29])([CH3:28])[CH3:27])[N:25]=1.Cl, predict the reaction product. (3) Given the reactants [OH:1][C:2]1[C:7]([OH:8])=[C:6]([OH:9])[CH:5]=[CH:4][C:3]=1[C:10](=[O:12])[CH3:11].Br[CH2:14][CH2:15]Br.C([O-])([O-])=O.[K+].[K+], predict the reaction product. The product is: [OH:1][C:2]1[C:7]2[O:8][CH2:15][CH2:14][O:9][C:6]=2[CH:5]=[CH:4][C:3]=1[C:10](=[O:12])[CH3:11]. (4) Given the reactants [CH3:1][C:2]1[N:3]([C:8]2[CH:9]=[C:10]([CH:16]=[CH:17][CH:18]=2)[C:11]([O:13]CC)=O)[CH:4]=[C:5]([CH3:7])[N:6]=1.[C:19]([O:22][C:23]([CH3:26])([CH3:25])[CH3:24])(=[O:21])[CH3:20].[Li], predict the reaction product. The product is: [C:23]([O:22][C:19](=[O:21])[CH2:20][C:11]([C:10]1[CH:16]=[CH:17][CH:18]=[C:8]([N:3]2[CH:4]=[C:5]([CH3:7])[N:6]=[C:2]2[CH3:1])[CH:9]=1)=[O:13])([CH3:26])([CH3:25])[CH3:24]. (5) Given the reactants [N:1]1[CH:6]=[CH:5][CH:4]=[CH:3][C:2]=1[C:7]#[C:8][C:9]1[CH:10]=[C:11]([CH:23]=[CH:24][CH:25]=1)[O:12][CH2:13][CH2:14][NH:15]C(=O)OC(C)(C)C.[ClH:26].O1CCOCC1, predict the reaction product. The product is: [ClH:26].[N:1]1[CH:6]=[CH:5][CH:4]=[CH:3][C:2]=1[C:7]#[C:8][C:9]1[CH:10]=[C:11]([CH:23]=[CH:24][CH:25]=1)[O:12][CH2:13][CH2:14][NH2:15]. (6) Given the reactants N1C=CN=C1.[Si:6](Cl)([C:9]([CH3:12])([CH3:11])[CH3:10])([CH3:8])[CH3:7].[OH:14][C@@H:15]1[CH2:19][NH:18][C:17](=[O:20])[CH2:16]1.Cl, predict the reaction product. The product is: [C:9]([Si:6]([CH3:8])([CH3:7])[O:14][C@@H:15]1[CH2:19][NH:18][C:17](=[O:20])[CH2:16]1)([CH3:12])([CH3:11])[CH3:10]. (7) Given the reactants [F:1][C:2]1[C:3]([N:14]([C:16]2[CH:21]=[CH:20][N:19]=[C:18](F)[N:17]=2)[CH3:15])=[N:4][C:5]([C:8]2[CH:13]=[CH:12][CH:11]=[CH:10][CH:9]=2)=[N:6][CH:7]=1.[NH2:23][C@@H:24]([CH3:41])[CH2:25][C:26]1[CH:27]=[C:28]([CH:38]=[CH:39][CH:40]=1)[CH2:29][NH:30][C:31](=[O:37])[O:32][C:33]([CH3:36])([CH3:35])[CH3:34], predict the reaction product. The product is: [F:1][C:2]1[C:3]([N:14]([CH3:15])[C:16]2[CH:21]=[CH:20][N:19]=[C:18]([NH:23][C@@H:24]([CH3:41])[CH2:25][C:26]3[CH:27]=[C:28]([CH:38]=[CH:39][CH:40]=3)[CH2:29][NH:30][C:31](=[O:37])[O:32][C:33]([CH3:34])([CH3:35])[CH3:36])[N:17]=2)=[N:4][C:5]([C:8]2[CH:13]=[CH:12][CH:11]=[CH:10][CH:9]=2)=[N:6][CH:7]=1. (8) Given the reactants [Cl:1][C:2]1[CH:3]=[C:4]([NH:15]C(=O)OC(C)(C)C)[CH:5]=[C:6]([O:8][C:9]2[CH:10]=[N:11][CH:12]=[N:13][CH:14]=2)[CH:7]=1.[OH-].[Na+], predict the reaction product. The product is: [Cl:1][C:2]1[CH:3]=[C:4]([CH:5]=[C:6]([O:8][C:9]2[CH:14]=[N:13][CH:12]=[N:11][CH:10]=2)[CH:7]=1)[NH2:15]. (9) Given the reactants [OH:1][NH:2][C:3](=[NH:12])[C:4]1[CH:9]=[C:8]([CH3:10])[N:7]=[C:6]([CH3:11])[CH:5]=1.[CH2:13](OC(=O)C1C=C(C)N=C(CC)C=1)C, predict the reaction product. The product is: [CH2:10]([C:8]1[CH:9]=[C:4]([CH:5]=[C:6]([CH3:11])[N:7]=1)[C:3]([NH:2][OH:1])=[NH:12])[CH3:13].